From a dataset of NCI-60 drug combinations with 297,098 pairs across 59 cell lines. Regression. Given two drug SMILES strings and cell line genomic features, predict the synergy score measuring deviation from expected non-interaction effect. (1) Drug 1: C1C(C(OC1N2C=NC3=C(N=C(N=C32)Cl)N)CO)O. Drug 2: C#CCC(CC1=CN=C2C(=N1)C(=NC(=N2)N)N)C3=CC=C(C=C3)C(=O)NC(CCC(=O)O)C(=O)O. Cell line: NCI-H460. Synergy scores: CSS=67.5, Synergy_ZIP=4.53, Synergy_Bliss=1.52, Synergy_Loewe=-28.9, Synergy_HSA=-0.497. (2) Drug 1: CC1=CC2C(CCC3(C2CCC3(C(=O)C)OC(=O)C)C)C4(C1=CC(=O)CC4)C. Drug 2: C1=NC2=C(N1)C(=S)N=C(N2)N. Cell line: RPMI-8226. Synergy scores: CSS=50.1, Synergy_ZIP=-2.40, Synergy_Bliss=0.893, Synergy_Loewe=-32.3, Synergy_HSA=2.87. (3) Drug 1: CC(CN1CC(=O)NC(=O)C1)N2CC(=O)NC(=O)C2. Drug 2: C(CC(=O)O)C(=O)CN.Cl. Cell line: MDA-MB-435. Synergy scores: CSS=0.847, Synergy_ZIP=-2.83, Synergy_Bliss=-3.75, Synergy_Loewe=-5.50, Synergy_HSA=-5.45. (4) Drug 1: CN(CC1=CN=C2C(=N1)C(=NC(=N2)N)N)C3=CC=C(C=C3)C(=O)NC(CCC(=O)O)C(=O)O. Drug 2: CC(C)NC(=O)C1=CC=C(C=C1)CNNC.Cl. Cell line: KM12. Synergy scores: CSS=60.6, Synergy_ZIP=1.10, Synergy_Bliss=2.70, Synergy_Loewe=-58.1, Synergy_HSA=1.37. (5) Drug 1: C1=CC(=CC=C1CCC2=CNC3=C2C(=O)NC(=N3)N)C(=O)NC(CCC(=O)O)C(=O)O. Drug 2: COC1=C2C(=CC3=C1OC=C3)C=CC(=O)O2. Cell line: SF-268. Synergy scores: CSS=13.9, Synergy_ZIP=-5.73, Synergy_Bliss=-0.727, Synergy_Loewe=-23.0, Synergy_HSA=-1.23. (6) Drug 1: CC1=C(C=C(C=C1)NC(=O)C2=CC=C(C=C2)CN3CCN(CC3)C)NC4=NC=CC(=N4)C5=CN=CC=C5. Drug 2: CC1=C(C(=O)C2=C(C1=O)N3CC4C(C3(C2COC(=O)N)OC)N4)N. Cell line: UO-31. Synergy scores: CSS=1.76, Synergy_ZIP=0.0561, Synergy_Bliss=0.674, Synergy_Loewe=-13.6, Synergy_HSA=-4.46. (7) Drug 1: CS(=O)(=O)C1=CC(=C(C=C1)C(=O)NC2=CC(=C(C=C2)Cl)C3=CC=CC=N3)Cl. Drug 2: C1=NC(=NC(=O)N1C2C(C(C(O2)CO)O)O)N. Cell line: BT-549. Synergy scores: CSS=5.37, Synergy_ZIP=-3.24, Synergy_Bliss=0.633, Synergy_Loewe=-5.76, Synergy_HSA=-0.135. (8) Drug 1: CC=C1C(=O)NC(C(=O)OC2CC(=O)NC(C(=O)NC(CSSCCC=C2)C(=O)N1)C(C)C)C(C)C. Drug 2: C1=CN(C=N1)CC(O)(P(=O)(O)O)P(=O)(O)O. Cell line: NCI-H226. Synergy scores: CSS=47.3, Synergy_ZIP=0.178, Synergy_Bliss=1.87, Synergy_Loewe=-65.1, Synergy_HSA=2.70. (9) Drug 1: CC1C(C(CC(O1)OC2CC(OC(C2O)C)OC3=CC4=CC5=C(C(=O)C(C(C5)C(C(=O)C(C(C)O)O)OC)OC6CC(C(C(O6)C)O)OC7CC(C(C(O7)C)O)OC8CC(C(C(O8)C)O)(C)O)C(=C4C(=C3C)O)O)O)O. Drug 2: CN1C2=C(C=C(C=C2)N(CCCl)CCCl)N=C1CCCC(=O)O.Cl. Cell line: A498. Synergy scores: CSS=56.1, Synergy_ZIP=-1.06, Synergy_Bliss=-1.27, Synergy_Loewe=-52.6, Synergy_HSA=-0.925.